This data is from Catalyst prediction with 721,799 reactions and 888 catalyst types from USPTO. The task is: Predict which catalyst facilitates the given reaction. Reactant: [C:1]1([NH:7][C:8](=[O:21])[NH:9][C:10]2[CH:20]=[CH:19][C:13]([C:14]([O:16]CC)=O)=[CH:12][CH:11]=2)[CH:6]=[CH:5][CH:4]=[CH:3][CH:2]=1.FC(F)(F)C(O)=O.FC(F)(F)C(O)=O.[N:36]1([CH2:42][C:43]2[CH:44]=[C:45]([CH:50]=[CH:51][CH:52]=2)[C:46]([O:48][CH3:49])=[O:47])[CH2:41][CH2:40][NH:39][CH2:38][CH2:37]1.C(N(C(C)C)C(C)C)C.N1(O)C2C=CC=CC=2N=N1.Cl.C(N=C=NCCCN(C)C)C. Product: [C:1]1([NH:7][C:8](=[O:21])[NH:9][C:10]2[CH:11]=[CH:12][C:13]([C:14]([N:39]3[CH2:38][CH2:37][N:36]([CH2:42][C:43]4[CH:44]=[C:45]([CH:50]=[CH:51][CH:52]=4)[C:46]([O:48][CH3:49])=[O:47])[CH2:41][CH2:40]3)=[O:16])=[CH:19][CH:20]=2)[CH:2]=[CH:3][CH:4]=[CH:5][CH:6]=1. The catalyst class is: 9.